Dataset: Full USPTO retrosynthesis dataset with 1.9M reactions from patents (1976-2016). Task: Predict the reactants needed to synthesize the given product. (1) Given the product [Si:23]([O:1][C@@H:2]1[CH2:7][CH2:6][C:5](=[O:8])[N:4]([CH2:9][C:10]2[CH:15]=[CH:14][C:13]([O:16][CH3:17])=[CH:12][CH:11]=2)[C:3]1=[O:18])([C:19]([CH3:22])([CH3:21])[CH3:20])([CH3:25])[CH3:24], predict the reactants needed to synthesize it. The reactants are: [OH:1][C@@H:2]1[CH2:7][CH2:6][C:5](=[O:8])[N:4]([CH2:9][C:10]2[CH:15]=[CH:14][C:13]([O:16][CH3:17])=[CH:12][CH:11]=2)[C:3]1=[O:18].[C:19]([Si:23](Cl)([CH3:25])[CH3:24])([CH3:22])([CH3:21])[CH3:20].N1C=CN=C1. (2) The reactants are: F[C:2]1[CH:7]=CC(B(O)O)=[CH:4][CH:3]=1.[CH3:11][O:12][CH2:13][CH2:14][O:15][CH2:16][C:17]1[CH:22]=[CH:21][C:20](B2OC(C)(C)C(C)(C)O2)=[CH:19][CH:18]=1.N1CCC(C(OCC)=O)C[CH2:33]1.Cl.[F:44][C:45]1([C:51]([O:53]CC)=O)[CH2:50][CH2:49][NH:48][CH2:47][CH2:46]1.Cl[C:57]1[N:62]=[C:61](Cl)[CH:60]=[CH:59][N:58]=1.Cl[C:65]1[N:70]=[C:69](Cl)[C:68]([F:72])=[CH:67][N:66]=1. Given the product [F:44][C:45]1([C:51]([NH:58][C:59]2([CH3:33])[CH:3]3[CH2:4][CH2:57][N:62]([CH2:7][CH2:2]3)[CH2:61][CH2:60]2)=[O:53])[CH2:46][CH2:47][N:48]([C:65]2[N:70]=[C:69]([C:20]3[CH:19]=[CH:18][C:17]([CH2:16][O:15][CH2:14][CH2:13][O:12][CH3:11])=[CH:22][CH:21]=3)[C:68]([F:72])=[CH:67][N:66]=2)[CH2:49][CH2:50]1, predict the reactants needed to synthesize it. (3) Given the product [OH:1][C:2]1[C:3]([C:12]([N:21]([O:22][CH3:23])[CH3:20])=[O:14])=[CH:4][CH:5]=[C:6]2[C:11]=1[N:10]=[CH:9][CH:8]=[CH:7]2, predict the reactants needed to synthesize it. The reactants are: [OH:1][C:2]1[C:3]([C:12]([OH:14])=O)=[CH:4][CH:5]=[C:6]2[C:11]=1[N:10]=[CH:9][CH:8]=[CH:7]2.S(Cl)(Cl)=O.Cl.[CH3:20][NH:21][O:22][CH3:23].C(N(CC)C(C)C)(C)C.